Dataset: Full USPTO retrosynthesis dataset with 1.9M reactions from patents (1976-2016). Task: Predict the reactants needed to synthesize the given product. Given the product [F:1][C:2]1[CH:7]=[CH:6][C:5]([I:19])=[CH:4][C:3]=1[N+:8]([O-:10])=[O:9], predict the reactants needed to synthesize it. The reactants are: [F:1][C:2]1[CH:7]=[CH:6][CH:5]=[CH:4][C:3]=1[N+:8]([O-:10])=[O:9].OS(C(F)(F)F)(=O)=O.[I:19]N1C(=O)CCC1=O.